Dataset: Full USPTO retrosynthesis dataset with 1.9M reactions from patents (1976-2016). Task: Predict the reactants needed to synthesize the given product. (1) Given the product [C:16]1([CH2:15][CH2:14][CH2:13][CH2:12][CH2:11][CH2:10][C:9]([C:22]2[O:23][C:24]([C:27]3[N:32]=[C:31]([C:33]([O:35][CH3:36])=[O:34])[CH:30]=[CH:29][CH:28]=3)=[CH:25][N:26]=2)=[O:8])[CH:17]=[CH:18][CH:19]=[CH:20][CH:21]=1, predict the reactants needed to synthesize it. The reactants are: [Si]([O:8][CH:9]([C:22]1[O:23][C:24]([C:27]2[N:32]=[C:31]([C:33]([O:35][CH3:36])=[O:34])[CH:30]=[CH:29][CH:28]=2)=[CH:25][N:26]=1)[CH2:10][CH2:11][CH2:12][CH2:13][CH2:14][CH2:15][C:16]1[CH:21]=[CH:20][CH:19]=[CH:18][CH:17]=1)(C(C)(C)C)(C)C.[Si](OC(C1OC([Sn](CCCC)(CCCC)CCCC)=CN=1)CCCCCCC1C=CC=CC=1)(C(C)(C)C)(C)C.ClC1N=C(C(OC)=O)C=CC=1. (2) Given the product [CH3:1][C:2]([CH3:18])([C:6](=[O:17])[NH:7][S:8]([C:11]1[CH:16]=[CH:15][C:14]([C:20]([F:32])([F:31])[F:19])=[CH:13][CH:12]=1)(=[O:10])=[O:9])[C:3]([OH:5])=[O:4], predict the reactants needed to synthesize it. The reactants are: [CH3:1][C:2]([CH3:18])([C:6](=[O:17])[NH:7][S:8]([C:11]1[CH:16]=[CH:15][CH:14]=[CH:13][CH:12]=1)(=[O:10])=[O:9])[C:3]([OH:5])=[O:4].[F:19][C:20]([F:32])([F:31])C1C=CC(S(Cl)(=O)=O)=CC=1.